This data is from Catalyst prediction with 721,799 reactions and 888 catalyst types from USPTO. The task is: Predict which catalyst facilitates the given reaction. (1) Reactant: [N+:1]([C:4]1[O:8][C:7]([C:9]([OH:11])=O)=[CH:6][CH:5]=1)([O-:3])=[O:2].OC1C2N=[N:19][NH:18]C=2C=CC=1.C([N:24]=C=NCCCN(C)C)C.N[C:34]1[CH:39]=[CH:38][C:37]([N:40]2[CH2:45][CH2:44][CH:43]([C:46]3[O:50][C:49](=[O:51])[NH:48][N:47]=3)[CH2:42][CH2:41]2)=[CH:36][CH:35]=1. Product: [N:18]#[N:19].[O:51]=[C:49]1[O:50][C:46]([CH:43]2[CH2:42][CH2:41][N:40]([C:37]3[CH:36]=[CH:35][C:34]([C:6]4[CH:5]=[C:4]([N+:1]([O-:3])=[O:2])[O:8][C:7]=4[C:9]([NH2:24])=[O:11])=[CH:39][CH:38]=3)[CH2:45][CH2:44]2)=[N:47][NH:48]1. The catalyst class is: 3. (2) Product: [F:23][C:13]1[CH:12]=[C:11]([N:5]([CH2:4][CH:3]=[O:2])[C:6](=[O:10])[O:7][CH2:8][CH3:9])[CH:16]=[CH:15][C:14]=1[N:17]1[CH2:22][CH2:21][O:20][CH2:19][CH2:18]1. The catalyst class is: 6. Reactant: C[O:2][CH:3](OC)[CH2:4][N:5]([C:11]1[CH:16]=[CH:15][C:14]([N:17]2[CH2:22][CH2:21][O:20][CH2:19][CH2:18]2)=[C:13]([F:23])[CH:12]=1)[C:6](=[O:10])[O:7][CH2:8][CH3:9].CC#N.C(O)(C(F)(F)F)=O. (3) Reactant: [CH3:1][C:2]1[CH:7]=[CH:6][C:5]([S:8]([O:11][CH2:12][CH:13]2[CH2:17][C:16]3[CH:18]=[CH:19][CH:20]=[C:21](OS(C(F)(F)F)(=O)=O)[C:15]=3[O:14]2)(=[O:10])=[O:9])=[CH:4][CH:3]=1.[CH:30]1[C:39]2[C:34](=[CH:35][CH:36]=[CH:37][CH:38]=2)[CH:33]=[CH:32][C:31]=1B(O)O.P([O-])([O-])([O-])=O.[K+].[K+].[K+].CC1C=CC(S(OCC2CC3C=CC=C(C4C=C(C(F)(F)F)C=C(C(F)(F)F)C=4)C=3O2)(=O)=O)=CC=1. Product: [CH3:1][C:2]1[CH:3]=[CH:4][C:5]([S:8]([O:11][CH2:12][CH:13]2[CH2:17][C:16]3[CH:18]=[CH:19][CH:20]=[C:21]([C:31]4[CH:32]=[CH:33][C:34]5[C:39](=[CH:38][CH:37]=[CH:36][CH:35]=5)[CH:30]=4)[C:15]=3[O:14]2)(=[O:9])=[O:10])=[CH:6][CH:7]=1. The catalyst class is: 73. (4) Reactant: [C:1]([O:5][C:6](=[O:48])[NH:7][C@H:8]([C@@H:29]1[O:33][C:32](=[O:34])[N:31]([C:35]2([C:38]3[CH:43]=[CH:42][CH:41]=[C:40]([C:44]([CH3:47])([CH3:46])[CH3:45])[CH:39]=3)[CH2:37][CH2:36]2)[CH2:30]1)[CH2:9][C:10]1[CH:15]=[CH:14][C:13]([NH:16][C:17](=O)[CH2:18][C:19]([C:21]2[CH:26]=[CH:25][C:24]([F:27])=[CH:23][CH:22]=2)=[O:20])=[CH:12][CH:11]=1)([CH3:4])([CH3:3])[CH3:2].COC1C=CC(P2(SP(C3C=CC(OC)=CC=3)(=S)S2)=[S:58])=CC=1. Product: [C:1]([O:5][C:6](=[O:48])[NH:7][C@H:8]([C@@H:29]1[O:33][C:32](=[O:34])[N:31]([C:35]2([C:38]3[CH:43]=[CH:42][CH:41]=[C:40]([C:44]([CH3:47])([CH3:46])[CH3:45])[CH:39]=3)[CH2:37][CH2:36]2)[CH2:30]1)[CH2:9][C:10]1[CH:15]=[CH:14][C:13]([NH:16]/[C:17](/[SH:58])=[CH:18]/[C:19]([C:21]2[CH:26]=[CH:25][C:24]([F:27])=[CH:23][CH:22]=2)=[O:20])=[CH:12][CH:11]=1)([CH3:4])([CH3:3])[CH3:2]. The catalyst class is: 26. (5) Reactant: C([O:9][CH2:10][CH2:11][O:12][CH2:13][CH2:14][N:15]1[C:23]2[C:22]([NH:24][C:25]3[CH:30]=[CH:29][C:28]([O:31][CH2:32][C:33]4[CH:38]=[CH:37][CH:36]=[C:35]([F:39])[CH:34]=4)=[C:27]([Cl:40])[CH:26]=3)=[N:21][CH:20]=[N:19][C:18]=2[CH:17]=[C:16]1[CH3:41])(=O)C1C=CC=CC=1.[OH-].[Na+].Cl. Product: [Cl:40][C:27]1[CH:26]=[C:25]([NH:24][C:22]2[C:23]3[N:15]([CH2:14][CH2:13][O:12][CH2:11][CH2:10][OH:9])[C:16]([CH3:41])=[CH:17][C:18]=3[N:19]=[CH:20][N:21]=2)[CH:30]=[CH:29][C:28]=1[O:31][CH2:32][C:33]1[CH:38]=[CH:37][CH:36]=[C:35]([F:39])[CH:34]=1. The catalyst class is: 5. (6) Reactant: [OH:1][C@H:2]1[CH2:7][CH2:6][C@H:5]2[C@H:8]3[C@H:17]([CH2:18][CH2:19][C@:3]12[CH3:4])[C:16]1[CH:15]=[CH:14][C:13]([O:20]C)=[CH:12][C:11]=1[CH2:10][C@H:9]3[CH2:22][CH2:23][CH2:24][CH2:25][CH2:26][CH2:27][CH2:28][CH2:29][CH2:30][C@H:31]([CH2:35][CH2:36][C:37]([F:49])([F:48])[C:38]([F:47])([F:46])[C:39]([F:45])([F:44])[C:40]([F:43])([F:42])[F:41])[C:32]([OH:34])=[O:33].B(Br)(Br)Br. Product: [OH:20][C:13]1[CH:14]=[CH:15][C:16]2[C@@H:17]3[C@H:8]([C@H:5]4[C@@:3]([CH2:19][CH2:18]3)([CH3:4])[C@@H:2]([OH:1])[CH2:7][CH2:6]4)[C@H:9]([CH2:22][CH2:23][CH2:24][CH2:25][CH2:26][CH2:27][CH2:28][CH2:29][CH2:30][C@H:31]([CH2:35][CH2:36][C:37]([F:48])([F:49])[C:38]([F:46])([F:47])[C:39]([F:44])([F:45])[C:40]([F:41])([F:42])[F:43])[C:32]([OH:34])=[O:33])[CH2:10][C:11]=2[CH:12]=1. The catalyst class is: 4. (7) Reactant: CC(C)([O-])C.[Na+].[CH3:7][C:8]([C:10]1[CH:11]=[CH:12][C:13]([OH:16])=[CH:14][CH:15]=1)=[O:9].C([O:19][C:20](=O)[CH2:21][CH2:22][CH2:23][CH3:24])C. Product: [OH:16][C:13]1[CH:14]=[CH:15][C:10]([C:8](=[O:9])[CH2:7][C:20](=[O:19])[CH2:21][CH2:22][CH2:23][CH3:24])=[CH:11][CH:12]=1. The catalyst class is: 1. (8) Reactant: [C:1]([O:7][CH2:8][C@H:9]([C:15]1[C:24]([CH3:25])=[CH:23][C:18]2[N:19]=[C:20](Br)[S:21][C:17]=2[C:16]=1[C:26]1[CH:31]=[CH:30][C:29]([Cl:32])=[CH:28][CH:27]=1)[O:10][C:11]([CH3:14])([CH3:13])[CH3:12])(=[O:6])[C:2]([CH3:5])([CH3:4])[CH3:3].[Br:33][C:34]1[CH:35]=[N:36][CH:37]=[C:38](B(O)O)[CH:39]=1.C(=O)([O-])[O-].[K+].[K+]. Product: [C:1]([O:7][CH2:8][C@H:9]([C:15]1[C:24]([CH3:25])=[CH:23][C:18]2[N:19]=[C:20]([C:38]3[CH:37]=[N:36][CH:35]=[C:34]([Br:33])[CH:39]=3)[S:21][C:17]=2[C:16]=1[C:26]1[CH:27]=[CH:28][C:29]([Cl:32])=[CH:30][CH:31]=1)[O:10][C:11]([CH3:13])([CH3:12])[CH3:14])(=[O:6])[C:2]([CH3:5])([CH3:3])[CH3:4]. The catalyst class is: 77. (9) Reactant: [CH3:1][O:2][C:3](=[O:15])[C@@H:4]([CH2:6][O:7][CH2:8][C:9]1[CH:14]=[CH:13][CH:12]=[CH:11][CH:10]=1)[NH2:5].F[C:17]1[CH:22]=[CH:21][CH:20]=[CH:19][C:18]=1[N+:23]([O-:25])=[O:24].C([O-])(O)=O.[Na+]. Product: [CH3:1][O:2][C:3](=[O:15])[C@@H:4]([CH2:6][O:7][CH2:8][C:9]1[CH:14]=[CH:13][CH:12]=[CH:11][CH:10]=1)[NH:5][C:17]1[CH:22]=[CH:21][CH:20]=[CH:19][C:18]=1[N+:23]([O-:25])=[O:24]. The catalyst class is: 5. (10) Reactant: C(Cl)(=O)C(Cl)=O.CS(C)=O.[C:11]([O:15][C:16](=[O:26])[NH:17][CH2:18][C:19]1([CH2:24][OH:25])[CH2:23][CH2:22][CH2:21][CH2:20]1)([CH3:14])([CH3:13])[CH3:12].O. Product: [C:11]([O:15][C:16](=[O:26])[NH:17][CH2:18][C:19]1([CH:24]=[O:25])[CH2:23][CH2:22][CH2:21][CH2:20]1)([CH3:12])([CH3:14])[CH3:13]. The catalyst class is: 2.